Dataset: Catalyst prediction with 721,799 reactions and 888 catalyst types from USPTO. Task: Predict which catalyst facilitates the given reaction. (1) Reactant: [Li]CCCC.[Cl:6][C:7]1[CH:12]=[C:11]([F:13])[CH:10]=[C:9]([Cl:14])[C:8]=1[O:15][CH2:16][CH2:17][C:18]([F:21])([F:20])[F:19].[C:22](=[O:24])=[O:23].[OH-].[Na+]. Product: [Cl:6][C:7]1[C:8]([O:15][CH2:16][CH2:17][C:18]([F:21])([F:19])[F:20])=[C:9]([Cl:14])[CH:10]=[C:11]([F:13])[C:12]=1[C:22]([OH:24])=[O:23]. The catalyst class is: 1. (2) Reactant: C1C(=O)N(Cl)C(=O)C1.[F:9][C:10]1[CH:11]=[C:12]([CH:23]=[CH:24][C:25]=1[CH:26]=[N:27][OH:28])[CH2:13][N:14]([CH3:22])[C:15](=[O:21])[O:16][C:17]([CH3:20])([CH3:19])[CH3:18].[Br:29][C:30]1[CH:31]=[C:32]([C:51]#[CH:52])[C:33]([N:36]([C:44]([O:46][C:47]([CH3:50])([CH3:49])[CH3:48])=[O:45])[C:37](=[O:43])[O:38][C:39]([CH3:42])([CH3:41])[CH3:40])=[N:34][CH:35]=1.CCN(CC)CC. Product: [Br:29][C:30]1[CH:31]=[C:32]([C:51]2[O:28][N:27]=[C:26]([C:25]3[CH:24]=[CH:23][C:12]([CH2:13][N:14]([C:15]([O:16][C:17]([CH3:20])([CH3:19])[CH3:18])=[O:21])[CH3:22])=[CH:11][C:10]=3[F:9])[CH:52]=2)[C:33]([N:36]([C:44]([O:46][C:47]([CH3:50])([CH3:49])[CH3:48])=[O:45])[C:37](=[O:43])[O:38][C:39]([CH3:41])([CH3:42])[CH3:40])=[N:34][CH:35]=1. The catalyst class is: 248.